From a dataset of Reaction yield outcomes from USPTO patents with 853,638 reactions. Predict the reaction yield, written as a fraction of the theoretical maximum amount of product (1.0 means a 100% yield; for example, 0.34 means a 34% yield). (1) The reactants are [CH2:1]([O:3][C:4](=[O:24])[C:5](=[CH:11][CH:12]([C:16]1[C:21]([CH3:22])=[C:20]([Cl:23])[CH:19]=[CH:18][N:17]=1)[CH:13]1[CH2:15][CH2:14]1)[C:6](OCC)=[O:7])[CH3:2]. The catalyst is C1C=CC(C2C=CC=CC=2)=CC=1.C1C=CC(OC2C=CC=CC=2)=CC=1. The product is [Cl:23][C:20]1[CH:19]=[CH:18][N:17]2[C:16]([C:21]=1[CH3:22])=[C:12]([CH:13]1[CH2:15][CH2:14]1)[CH:11]=[C:5]([C:4]([O:3][CH2:1][CH3:2])=[O:24])[C:6]2=[O:7]. The yield is 0.750. (2) The reactants are [CH2:1]([NH:8][C:9]1[C:10]2[N:19]=[CH:18][C:17]([Cl:20])=[CH:16][C:11]=2[N:12]=[C:13](Cl)[N:14]=1)[C:2]1[CH:7]=[CH:6][CH:5]=[CH:4][CH:3]=1.[CH2:21]([CH2:23][NH2:24])[OH:22].C(N(CC)CC)C. The catalyst is O1CCOCC1. The product is [CH2:1]([NH:8][C:9]1[C:10]2[N:19]=[CH:18][C:17]([Cl:20])=[CH:16][C:11]=2[N:12]=[C:13]([NH:24][CH2:23][CH2:21][OH:22])[N:14]=1)[C:2]1[CH:7]=[CH:6][CH:5]=[CH:4][CH:3]=1. The yield is 0.920. (3) The reactants are [CH2:1]([C:3]1[CH:4]=[C:5]2[C:10](=[CH:11][CH:12]=1)[NH:9][C:8](=O)[CH:7]=[C:6]2[CH3:14])[CH3:2].P(Cl)(Cl)([Cl:17])=O.[OH-].[Na+]. No catalyst specified. The product is [Cl:17][C:8]1[CH:7]=[C:6]([CH3:14])[C:5]2[C:10](=[CH:11][CH:12]=[C:3]([CH2:1][CH3:2])[CH:4]=2)[N:9]=1. The yield is 0.770. (4) The reactants are [C:1]([O:5][C:6]([N:8]1[CH2:13][CH2:12][N:11]([CH2:14][C:15]2[CH:20]=[CH:19][CH:18]=[CH:17][CH:16]=2)[CH2:10][C@@H:9]1[CH2:21][CH2:22][OH:23])=[O:7])([CH3:4])([CH3:3])[CH3:2].N1C=CC=CC=1.[CH3:30][S:31](Cl)(=[O:33])=[O:32]. The catalyst is ClCCl.C(=O)(O)[O-].[Na+]. The product is [NH3:8].[CH3:1][OH:5].[C:1]([O:5][C:6]([N:8]1[CH2:13][CH2:12][N:11]([CH2:14][C:15]2[CH:16]=[CH:17][CH:18]=[CH:19][CH:20]=2)[CH2:10][C@@H:9]1[CH2:21][CH2:22][O:23][S:31]([CH3:30])(=[O:33])=[O:32])=[O:7])([CH3:4])([CH3:3])[CH3:2]. The yield is 0.0500. (5) The reactants are Br[CH2:2][C:3]1[CH:8]=[CH:7][C:6]([C:9]([F:12])([F:11])[F:10])=[CH:5][N:4]=1.[OH:13][C:14]1[CH:19]=[CH:18][N:17]([C:20]2[CH:21]=[CH:22][C:23]3[C:24]4[CH2:33][N:32]([C:34]([O:36][C:37]([CH3:40])([CH3:39])[CH3:38])=[O:35])[CH2:31][CH2:30][C:25]=4[N:26]([CH3:29])[C:27]=3[CH:28]=2)[C:16](=[O:41])[CH:15]=1.C([O-])([O-])=O.[K+].[K+]. The catalyst is C(#N)C.CN(C=O)C.C(Cl)Cl. The product is [CH3:29][N:26]1[C:27]2[CH:28]=[C:20]([N:17]3[CH:18]=[CH:19][C:14]([O:13][CH2:2][C:3]4[CH:8]=[CH:7][C:6]([C:9]([F:12])([F:11])[F:10])=[CH:5][N:4]=4)=[CH:15][C:16]3=[O:41])[CH:21]=[CH:22][C:23]=2[C:24]2[CH2:33][N:32]([C:34]([O:36][C:37]([CH3:40])([CH3:39])[CH3:38])=[O:35])[CH2:31][CH2:30][C:25]1=2. The yield is 0.290. (6) The reactants are [Cl:1][C:2]1[C:7]2[CH:8]=[CH:9][O:10][C:6]=2[CH:5]=[CH:4][N:3]=1.[Br:11]Br. The catalyst is C(Cl)(Cl)(Cl)Cl. The product is [Br:11][C:8]1[C:7]2[C:2]([Cl:1])=[N:3][CH:4]=[CH:5][C:6]=2[O:10][CH:9]=1. The yield is 0.960. (7) The yield is 1.00. The reactants are OC1CCN(CC2C=CC=CC=2)CC1.C([N:22]1[CH2:27][CH2:26][CH:25]([O:28][C:29](=[O:43])[NH:30][C:31]2[CH:36]=[CH:35][CH:34]=[CH:33][C:32]=2[C:37]2[CH:42]=[CH:41][CH:40]=[CH:39][CH:38]=2)[CH2:24][CH2:23]1)C1C=CC=CC=1.Cl.C([O-])=O.[NH4+]. The product is [NH:22]1[CH2:23][CH2:24][CH:25]([O:28][C:29](=[O:43])[NH:30][C:31]2[CH:36]=[CH:35][CH:34]=[CH:33][C:32]=2[C:37]2[CH:42]=[CH:41][CH:40]=[CH:39][CH:38]=2)[CH2:26][CH2:27]1. The catalyst is C(O)C.